From a dataset of Peptide-MHC class II binding affinity with 134,281 pairs from IEDB. Regression. Given a peptide amino acid sequence and an MHC pseudo amino acid sequence, predict their binding affinity value. This is MHC class II binding data. (1) The peptide sequence is VGNWQYFFPVIFSKASDSLQLVFGIELMEVD. The MHC is DRB1_1101 with pseudo-sequence DRB1_1101. The binding affinity (normalized) is 0. (2) The peptide sequence is PGFKGARGPPGPT. The MHC is DRB1_0401 with pseudo-sequence DRB1_0401. The binding affinity (normalized) is 0.433. (3) The peptide sequence is FDREFTFGWDELLSK. The MHC is HLA-DPA10201-DPB10101 with pseudo-sequence HLA-DPA10201-DPB10101. The binding affinity (normalized) is 0.586. (4) The peptide sequence is FESTGNLIAPEYGFKISY. The MHC is HLA-DQA10102-DQB10602 with pseudo-sequence HLA-DQA10102-DQB10602. The binding affinity (normalized) is 0.746. (5) The peptide sequence is LERFAVNPGLL. The MHC is DRB5_0101 with pseudo-sequence DRB5_0101. The binding affinity (normalized) is 0.0610. (6) The peptide sequence is GPATPAAPAAGYTPA. The MHC is DRB1_0405 with pseudo-sequence DRB1_0405. The binding affinity (normalized) is 0.0302.